The task is: Predict the product of the given reaction.. This data is from Forward reaction prediction with 1.9M reactions from USPTO patents (1976-2016). (1) Given the reactants [O:1]=[CH:2][C@@H:3]([C@H:5]([C@@H:7]([C@@H:9]([CH2:11][OH:12])O)O)[OH:6])[OH:4].N[C@H:14](C(O)=O)CCC(=O)N.O=C1O[C@H]([C@H](CO)O)C(O)=C1O.CC1(C)S[C@@H]2[C@H](NC(CC3C=CC=CC=3)=O)C(=O)N2[C@H]1C([O-])=O.[K+].C[C@@H]1O[C@@H](O[C@H]2[C@H](O)[C@@H](O)[C@H](NC(N)=N)[C@@H](O)[C@@H]2NC(N)=N)[C@H](O[C@@H]2O[C@@H](CO)[C@H](O)[C@@H](O)[C@@H]2NC)[C@@]1(O)C=O.C[C@@H]1[C@@H](O)[C@@H](C)[C@H](C)OC(=O)C[C@H](O)C[C@H:130](O)[CH2:129][CH2:128][C@@H:127](O)[C@H:126](O)[CH2:125][C@H:124](O)[CH2:123][C@@:121]2([OH:148])O[C@H:117]([C@H:118]([C:150](O)=O)[C@@H:119](O)[CH2:120]2)C[C@@H](O[C@@H]2O[C@H](C)[C@@H](O)[C@H](N)[C@@H]2O)C=CC=CC=CC=CC=CC=CC=C1.C(=O)=O, predict the reaction product. The product is: [CH3:150][C@@:118]12[C@H:117]3[C:11]([CH2:9][C@:7]4([CH3:14])[C@@:5]([OH:6])([C:3]([CH2:2][OH:1])=[O:4])[CH2:130][CH2:129][C@H:128]4[C@@H:127]3[CH2:126][CH2:125][C:124]1=[CH:123][C:121](=[O:148])[CH2:120][CH2:119]2)=[O:12]. (2) Given the reactants [F:1][C:2]1[CH:3]=[C:4]([CH:7]=[CH:8][C:9]=1[OH:10])[CH:5]=[O:6].N1C=CC=CC=1.[CH3:17][N:18]([CH3:22])[C:19](Cl)=[O:20], predict the reaction product. The product is: [CH3:17][N:18]([CH3:22])[C:19](=[O:20])[O:10][C:9]1[CH:8]=[CH:7][C:4]([CH:5]=[O:6])=[CH:3][C:2]=1[F:1]. (3) Given the reactants [N+:1]([C:4]1[CH:9]=[CH:8][CH:7]=[C:6]([N+:10]([O-])=O)[C:5]=1[NH:13][CH2:14][CH2:15][C:16]([O:18][CH2:19][CH3:20])=[O:17])([O-])=O, predict the reaction product. The product is: [NH2:1][C:4]1[CH:9]=[CH:8][CH:7]=[C:6]([NH2:10])[C:5]=1[NH:13][CH2:14][CH2:15][C:16]([O:18][CH2:19][CH3:20])=[O:17]. (4) Given the reactants [Cl:1][C:2]1[C:3]([CH3:11])=[C:4]([B:8]([OH:10])[OH:9])[CH:5]=[CH:6][CH:7]=1.[CH3:12][C:13](O)([C:15]([CH3:18])(O)[CH3:16])[CH3:14], predict the reaction product. The product is: [Cl:1][C:2]1[C:3]([CH3:11])=[C:4]([B:8]2[O:10][C:15]([CH3:18])([CH3:16])[C:13]([CH3:14])([CH3:12])[O:9]2)[CH:5]=[CH:6][CH:7]=1. (5) Given the reactants [C:1]([O:5][C:6]([N:8]1[CH2:12][CH2:11][C:10]([O:16][CH3:17])([C:13]([OH:15])=O)[CH2:9]1)=[O:7])([CH3:4])([CH3:3])[CH3:2].[CH3:18][O:19][C:20]1[CH:25]=[C:24]([C:26]2[C:34]3[C:29](=[CH:30][CH:31]=[C:32]([NH2:35])[CH:33]=3)[N:28]([C:36]([C:49]3[CH:54]=[CH:53][CH:52]=[CH:51][CH:50]=3)([C:43]3[CH:48]=[CH:47][CH:46]=[CH:45][CH:44]=3)[C:37]3[CH:42]=[CH:41][CH:40]=[CH:39][CH:38]=3)[N:27]=2)[CH:23]=[CH:22][N:21]=1.CCN(CC)CC.CN(C(ON1N=NC2C=CC=NC1=2)=[N+](C)C)C.F[P-](F)(F)(F)(F)F, predict the reaction product. The product is: [C:1]([O:5][C:6]([N:8]1[CH2:12][CH2:11][C:10]([O:16][CH3:17])([C:13](=[O:15])[NH:35][C:32]2[CH:33]=[C:34]3[C:29](=[CH:30][CH:31]=2)[N:28]([C:36]([C:49]2[CH:54]=[CH:53][CH:52]=[CH:51][CH:50]=2)([C:37]2[CH:42]=[CH:41][CH:40]=[CH:39][CH:38]=2)[C:43]2[CH:44]=[CH:45][CH:46]=[CH:47][CH:48]=2)[N:27]=[C:26]3[C:24]2[CH:23]=[CH:22][N:21]=[C:20]([O:19][CH3:18])[CH:25]=2)[CH2:9]1)=[O:7])([CH3:2])([CH3:3])[CH3:4]. (6) The product is: [CH3:32][N:29]1[CH2:28][CH2:27][N:26]([CH2:25][C:22]2[N:20]3[CH:21]=[C:16]([O:12][C@H:5]4[C:6]5[C:11](=[CH:10][CH:9]=[CH:8][CH:7]=5)[C@@H:2]([NH2:1])[CH2:3][CH2:4]4)[CH:17]=[CH:18][C:19]3=[N:24][N:23]=2)[CH2:31][CH2:30]1. Given the reactants [NH2:1][C@@H:2]1[C:11]2[C:6](=[CH:7][CH:8]=[CH:9][CH:10]=2)[C@H:5]([OH:12])[CH2:4][CH2:3]1.[H-].[Na+].F[C:16]1[CH:17]=[CH:18][C:19]2[N:20]([C:22]([CH2:25][N:26]3[CH2:31][CH2:30][N:29]([CH3:32])[CH2:28][CH2:27]3)=[N:23][N:24]=2)[CH:21]=1, predict the reaction product. (7) The product is: [CH3:1][O:2][C:3]1[CH:22]=[CH:21][C:6]([O:7][C:8]2[C:16]([CH3:17])=[CH:15][C:14]([N+:18]([O-:20])=[O:19])=[C:13]3[C:9]=2[CH2:10][CH2:11][CH2:12]3)=[CH:5][C:4]=1[CH:23]=[O:24]. Given the reactants [CH3:1][O:2][C:3]1[CH:22]=[CH:21][C:6]([O:7][C:8]2[C:16]([CH3:17])=[CH:15][C:14]([N+:18]([O-:20])=[O:19])=[C:13]3[C:9]=2[CH2:10][CH2:11][CH2:12]3)=[CH:5][CH:4]=1.[CH3:23][O:24]C(Cl)Cl, predict the reaction product.